Dataset: Full USPTO retrosynthesis dataset with 1.9M reactions from patents (1976-2016). Task: Predict the reactants needed to synthesize the given product. (1) The reactants are: [CH2:1]([C:4]1[CH:5]=[C:6]2[C:18]([C:19]([NH:21][CH3:22])=[O:20])=[C:17]([C:23]3[CH:28]=[CH:27][C:26]([F:29])=[CH:25][CH:24]=3)[O:16][C:7]2=[N:8][C:9]=1[N:10]([CH3:15])[S:11]([CH3:14])(=[O:13])=[O:12])[CH:2]=[CH2:3].CC1(C)O[O:32]1. Given the product [F:29][C:26]1[CH:27]=[CH:28][C:23]([C:17]2[O:16][C:7]3=[N:8][C:9]([N:10]([CH3:15])[S:11]([CH3:14])(=[O:13])=[O:12])=[C:4]([CH2:1][CH:2]4[CH2:3][O:32]4)[CH:5]=[C:6]3[C:18]=2[C:19]([NH:21][CH3:22])=[O:20])=[CH:24][CH:25]=1, predict the reactants needed to synthesize it. (2) The reactants are: [CH3:1][N:2]([CH3:19])[C:3]([C:5]1[CH:6]=[N:7][C:8]2[C:13]([C:14]=1[O:15][CH3:16])=[CH:12][C:11]([CH:17]=O)=[CH:10][CH:9]=2)=[O:4].[C:20]1([C@@H:26]2[CH2:28][C@H:27]2[NH:29][C:30]2[S:31][CH2:32][C:33](=[O:35])[N:34]=2)[CH:25]=[CH:24][CH:23]=[CH:22][CH:21]=1. Given the product [CH3:1][N:2]([CH3:19])[C:3]([C:5]1[CH:6]=[N:7][C:8]2[C:13]([C:14]=1[O:15][CH3:16])=[CH:12][C:11](/[CH:17]=[C:32]1/[C:33](=[O:35])[N:34]=[C:30]([NH:29][C@@H:27]3[CH2:28][C@H:26]3[C:20]3[CH:21]=[CH:22][CH:23]=[CH:24][CH:25]=3)[S:31]/1)=[CH:10][CH:9]=2)=[O:4], predict the reactants needed to synthesize it. (3) Given the product [F:8][C:7]1[C:2]([C:28]2[CH:27]=[C:26]([F:25])[CH:31]=[CH:30][C:29]=2[O:35][CH3:36])=[C:3]2[CH:11]=[C:10]([CH:12]3[CH2:17][CH2:16][N:15]([C:18]([O:20][C:21]([CH3:24])([CH3:23])[CH3:22])=[O:19])[CH2:14][CH2:13]3)[NH:9][C:4]2=[N:5][CH:6]=1, predict the reactants needed to synthesize it. The reactants are: Cl[C:2]1[C:7]([F:8])=[CH:6][N:5]=[C:4]2[NH:9][C:10]([CH:12]3[CH2:17][CH2:16][N:15]([C:18]([O:20][C:21]([CH3:24])([CH3:23])[CH3:22])=[O:19])[CH2:14][CH2:13]3)=[CH:11][C:3]=12.[F:25][C:26]1[CH:27]=[CH:28][C:29]([O:35][CH3:36])=[C:30](B(O)O)[CH:31]=1.P([O-])([O-])([O-])=O.[K+].[K+].[K+]. (4) Given the product [ClH:18].[N+:1]([C:4]1[CH:5]=[CH:6][C:7]([C:8](=[NH:9])[O:14][CH2:13][CH3:12])=[CH:10][CH:11]=1)([O-:3])=[O:2], predict the reactants needed to synthesize it. The reactants are: [N+:1]([C:4]1[CH:11]=[CH:10][C:7]([C:8]#[N:9])=[CH:6][CH:5]=1)([O-:3])=[O:2].[CH3:12][CH2:13][OH:14].C([Cl:18])(=O)C. (5) Given the product [NH2:36][C:3]1[C:2]([F:1])=[CH:7][CH:6]=[CH:5][C:4]=1[NH:8][C:9]1[N:17]=[C:16]2[C:12]([N:13]=[C:14]([CH2:19][N:20]3[CH2:21][CH2:22][CH:23]([C:26]([OH:29])([CH3:28])[CH3:27])[CH2:24][CH2:25]3)[N:15]2[CH3:18])=[C:11]([N:30]2[CH2:35][CH2:34][O:33][CH2:32][CH2:31]2)[N:10]=1, predict the reactants needed to synthesize it. The reactants are: [F:1][C:2]1[C:3]([N+:36]([O-])=O)=[C:4]([NH:8][C:9]2[N:17]=[C:16]3[C:12]([N:13]=[C:14]([CH2:19][N:20]4[CH2:25][CH2:24][CH:23]([C:26]([OH:29])([CH3:28])[CH3:27])[CH2:22][CH2:21]4)[N:15]3[CH3:18])=[C:11]([N:30]3[CH2:35][CH2:34][O:33][CH2:32][CH2:31]3)[N:10]=2)[CH:5]=[CH:6][CH:7]=1. (6) The reactants are: [F:1][C:2]1[C:7]([C:8]([F:11])([F:10])[F:9])=[CH:6][CH:5]=[CH:4][C:3]=1[C:12]1[NH:16][N:15]=[N:14][N:13]=1.Br.Br[CH2:19][C:20]1[CH:21]=[N:22][CH:23]=[CH:24][CH:25]=1.Br.BrCC1C=CN=CC=1. Given the product [F:1][C:2]1[C:7]([C:8]([F:9])([F:11])[F:10])=[CH:6][CH:5]=[CH:4][C:3]=1[C:12]1[N:16]([CH2:19][C:20]2[CH:21]=[N:22][CH:23]=[CH:24][CH:25]=2)[N:15]=[N:14][N:13]=1, predict the reactants needed to synthesize it. (7) Given the product [N:1]1([CH2:10][C:11]([NH:27][C:24]2[S:25][CH:26]=[C:22]([C:17]3[CH:18]=[CH:19][C:20]([F:21])=[C:15]([F:14])[CH:16]=3)[N:23]=2)=[O:13])[C:5]2[CH:6]=[CH:7][CH:8]=[CH:9][C:4]=2[N:3]=[CH:2]1, predict the reactants needed to synthesize it. The reactants are: [N:1]1([CH2:10][C:11]([OH:13])=O)[C:5]2[CH:6]=[CH:7][CH:8]=[CH:9][C:4]=2[N:3]=[CH:2]1.[F:14][C:15]1[CH:16]=[C:17]([C:22]2[N:23]=[C:24]([NH2:27])[S:25][CH:26]=2)[CH:18]=[CH:19][C:20]=1[F:21].CCCP(=O)=O. (8) Given the product [NH2:36][CH2:35][CH2:34][CH2:33][CH2:32][CH2:31][C:30]([NH:29][C:26]([CH3:27])([CH3:28])[CH2:25][N:13]1[C:14]2[C:23]3[CH:22]=[CH:21][CH:20]=[CH:19][C:18]=3[N:17]=[CH:16][C:15]=2[N:24]=[C:12]1[CH2:11][O:10][CH2:8][CH3:9])=[O:44], predict the reactants needed to synthesize it. The reactants are: FC(F)(F)C(O)=O.[CH2:8]([O:10][CH2:11][C:12]1[N:13]([CH2:25][C:26]([NH:29][C:30](=[O:44])[CH2:31][CH2:32][CH2:33][CH2:34][CH2:35][NH:36]C(=O)OC(C)(C)C)([CH3:28])[CH3:27])[C:14]2[C:23]3[CH:22]=[CH:21][CH:20]=[CH:19][C:18]=3[N:17]=[CH:16][C:15]=2[N:24]=1)[CH3:9]. (9) Given the product [C:1]([O:4][C@H:5]1[CH2:22][CH2:21][C@@:20]2([CH3:23])[C@@H:7]([CH2:8][CH2:9][C@:10]3([CH3:36])[C@@H:19]2[CH2:18][CH2:17][C@H:16]2[C@@:11]3([CH3:35])[CH2:12][CH2:13][C@@:14]3([CH:31]([OH:34])[CH2:32][NH:50][C:47]4([C:44]5[N:43]=[CH:42][C:41]([Cl:40])=[CH:46][N:45]=5)[CH2:48][CH2:49]4)[CH2:26][C:25](=[O:27])[C:24]([CH:28]([CH3:29])[CH3:30])=[C:15]32)[C:6]1([CH3:37])[CH3:38])(=[O:3])[CH3:2], predict the reactants needed to synthesize it. The reactants are: [C:1]([O:4][C@H:5]1[CH2:22][CH2:21][C@@:20]2([CH3:23])[C@@H:7]([CH2:8][CH2:9][C@:10]3([CH3:36])[C@@H:19]2[CH2:18][CH2:17][C@H:16]2[C@@:11]3([CH3:35])[CH2:12][CH2:13][C@@:14]3([CH:31]([OH:34])[CH:32]=O)[CH2:26][C:25](=[O:27])[C:24]([CH:28]([CH3:30])[CH3:29])=[C:15]32)[C:6]1([CH3:38])[CH3:37])(=[O:3])[CH3:2].Cl.[Cl:40][C:41]1[CH:42]=[N:43][C:44]([C:47]2([NH2:50])[CH2:49][CH2:48]2)=[N:45][CH:46]=1.C([BH3-])#N.[Na+]. (10) Given the product [NH2:66][C:12](=[NH:11])[NH:13][C@H:14]([C:25]([NH:27][C@@H:28]([C:30]([NH:32][CH2:33][C@@H:34]([NH:42][C:43]([NH2:55])=[NH:44])[CH2:35][C:36]1[CH:37]=[CH:38][CH:39]=[CH:40][CH:41]=1)=[O:31])[CH3:29])=[O:26])[CH2:15][C:16]1[C:17]([CH3:24])=[CH:18][C:19]([OH:23])=[CH:20][C:21]=1[CH3:22], predict the reactants needed to synthesize it. The reactants are: C(OC([NH:11]/[C:12](=[N:66]\C(OCC1C=CC=CC=1)=O)/[NH:13][C@H:14]([C:25]([NH:27][C@@H:28]([C:30]([NH:32][CH2:33][C@@H:34]([NH:42]/[C:43](/[NH:55]C(OCC1C=CC=CC=1)=O)=[N:44]\C(OCC1C=CC=CC=1)=O)[CH2:35][C:36]1[CH:41]=[CH:40][CH:39]=[CH:38][CH:37]=1)=[O:31])[CH3:29])=[O:26])[CH2:15][C:16]1[C:21]([CH3:22])=[CH:20][C:19]([OH:23])=[CH:18][C:17]=1[CH3:24])=O)C1C=CC=CC=1.Cl.